Dataset: Reaction yield outcomes from USPTO patents with 853,638 reactions. Task: Predict the reaction yield, written as a fraction of the theoretical maximum amount of product (1.0 means a 100% yield; for example, 0.34 means a 34% yield). (1) The reactants are [O:1]1[CH:5]=[CH:4][N:3]=[CH:2]1.[Li]CCCC.[CH3:11][C:12]([CH3:32])([CH3:31])[CH2:13][N:14]([CH2:23][C:24]1[CH:29]=[CH:28][C:27](I)=[CH:26][CH:25]=1)[C:15]1[CH:20]=[CH:19][N:18]=[C:17]([C:21]#[N:22])[N:16]=1.O. The catalyst is C1COCC1.[Cl-].[Cl-].[Zn+2].C1C=CC([P]([Pd]([P](C2C=CC=CC=2)(C2C=CC=CC=2)C2C=CC=CC=2)([P](C2C=CC=CC=2)(C2C=CC=CC=2)C2C=CC=CC=2)[P](C2C=CC=CC=2)(C2C=CC=CC=2)C2C=CC=CC=2)(C2C=CC=CC=2)C2C=CC=CC=2)=CC=1. The product is [CH3:11][C:12]([CH3:32])([CH3:31])[CH2:13][N:14]([CH2:23][C:24]1[CH:29]=[CH:28][C:27]([C:2]2[O:1][CH:5]=[CH:4][N:3]=2)=[CH:26][CH:25]=1)[C:15]1[CH:20]=[CH:19][N:18]=[C:17]([C:21]#[N:22])[N:16]=1. The yield is 0.160. (2) The reactants are [F:1][C:2]([F:16])([O:6][C:7]1[CH:8]=[C:9]([CH:13]=[CH:14][CH:15]=1)[CH:10]=[N:11]O)[CH:3]([F:5])[F:4].[H][H]. The catalyst is C(O)C.Cl.[Pd]. The product is [F:1][C:2]([F:16])([O:6][C:7]1[CH:8]=[C:9]([CH:13]=[CH:14][CH:15]=1)[CH2:10][NH2:11])[CH:3]([F:4])[F:5]. The yield is 0.920. (3) The reactants are [OH:1][C:2]1[C:10]2[S:9][C:8]([CH3:11])=[CH:7][C:6]=2[CH:5]=[C:4]([C:12]([O:14][CH2:15][CH3:16])=[O:13])[CH:3]=1.[CH:30]1[CH:35]=[CH:34][C:33](P([C:30]2[CH:35]=[CH:34][CH:33]=[CH:32][CH:31]=2)[C:30]2[CH:35]=[CH:34][CH:33]=[CH:32][CH:31]=2)=[CH:32][CH:31]=1.[CH3:36][CH:37](OC(/N=N/C(OC(C)C)=O)=O)[CH3:38]. The catalyst is C(Cl)Cl. The yield is 0.670. The product is [CH3:11][C:8]1[S:9][C:10]2[C:2]([O:1][CH:37]([CH3:38])[CH2:36][C:30]3[CH:31]=[CH:32][CH:33]=[CH:34][CH:35]=3)=[CH:3][C:4]([C:12]([O:14][CH2:15][CH3:16])=[O:13])=[CH:5][C:6]=2[CH:7]=1. (4) The reactants are [CH2:1]([O:3][C:4](=[N:6][OH:7])[CH3:5])[CH3:2].C(O[K])(C)(C)C.[CH2:14]([O:21][C:22](=[O:30])[C:23]1[CH:28]=[CH:27][C:26](F)=[CH:25][CH:24]=1)[C:15]1[CH:20]=[CH:19][CH:18]=[CH:17][CH:16]=1. The catalyst is CN(C=O)C.O. The product is [CH2:1]([O:3][C:4](=[N:6][O:7][C:26]1[CH:25]=[CH:24][C:23]([C:22]([O:21][CH2:14][C:15]2[CH:20]=[CH:19][CH:18]=[CH:17][CH:16]=2)=[O:30])=[CH:28][CH:27]=1)[CH3:5])[CH3:2]. The yield is 0.580.